Dataset: Full USPTO retrosynthesis dataset with 1.9M reactions from patents (1976-2016). Task: Predict the reactants needed to synthesize the given product. (1) Given the product [F:1][C:2]1[C:7]([O:8][CH3:9])=[CH:6][CH:5]=[CH:4][C:3]=1[OH:15], predict the reactants needed to synthesize it. The reactants are: [F:1][C:2]1[C:7]([O:8][CH3:9])=[CH:6][CH:5]=[CH:4][C:3]=1B(O)O.C(O)(=[O:15])C.OO. (2) Given the product [Cl:1][C:2]1[C:3]([C:20]([F:23])([F:21])[F:22])=[N:4][N:5]([CH2:8][C:9]([N:11]2[CH2:16][CH2:15][CH2:14][C:13]3[N:17]([C:28]4[CH:27]=[CH:26][C:25]([F:24])=[CH:30][N:29]=4)[N:18]=[CH:19][C:12]2=3)=[O:10])[C:6]=1[CH3:7], predict the reactants needed to synthesize it. The reactants are: [Cl:1][C:2]1[C:3]([C:20]([F:23])([F:22])[F:21])=[N:4][N:5]([CH2:8][C:9]([N:11]2[CH2:16][CH2:15][CH2:14][C:13]3[NH:17][N:18]=[CH:19][C:12]2=3)=[O:10])[C:6]=1[CH3:7].[F:24][C:25]1[CH:26]=[CH:27][C:28](Br)=[N:29][CH:30]=1.CN[C@@H]1CCCC[C@H]1NC.C([O-])([O-])=O.[K+].[K+]. (3) Given the product [C@@H:10]1([N:4]2[CH:3]=[C:2]([CH3:1])[C:8](=[O:9])[NH:7][C:5]2=[O:6])[O:14][C@H:13]([CH2:15][OH:16])[CH:12]=[CH:11]1, predict the reactants needed to synthesize it. The reactants are: [CH3:1][C:2]1[C:8](=[O:9])[NH:7][C:5](=[O:6])[N:4]([C@@H:10]2[O:14][C@H:13]([CH2:15][OH:16])[CH:12]=[CH:11]2)[CH:3]=1.CN1C(=O)N(C)CCC1.O. (4) Given the product [NH2:16][C:7]1[CH:8]=[C:9]([NH:12][C:13](=[O:15])[CH3:14])[CH:10]=[CH:11][C:6]=1[NH:5][CH2:4][CH:1]1[CH2:2][CH2:3]1, predict the reactants needed to synthesize it. The reactants are: [CH:1]1([CH2:4][NH:5][C:6]2[CH:11]=[CH:10][C:9]([NH:12][C:13](=[O:15])[CH3:14])=[CH:8][C:7]=2[N+:16]([O-])=O)[CH2:3][CH2:2]1. (5) The reactants are: C[O:2][C:3](=[O:32])[CH2:4][CH2:5][C:6]1[C:15]2[C:10](=[C:11]([O:16][CH2:17][CH2:18][C:19]3[N:20]=[C:21]([C:25]4[CH:30]=[CH:29][C:28]([CH3:31])=[CH:27][CH:26]=4)[O:22][C:23]=3[CH3:24])[CH:12]=[CH:13][CH:14]=2)[CH2:9][CH2:8][CH:7]=1.[OH-].[Na+].Cl. Given the product [CH3:31][C:28]1[CH:29]=[CH:30][C:25]([C:21]2[O:22][C:23]([CH3:24])=[C:19]([CH2:18][CH2:17][O:16][C:11]3[CH:12]=[CH:13][CH:14]=[C:15]4[C:10]=3[CH2:9][CH2:8][CH:7]=[C:6]4[CH2:5][CH2:4][C:3]([OH:32])=[O:2])[N:20]=2)=[CH:26][CH:27]=1, predict the reactants needed to synthesize it. (6) Given the product [CH3:7][C:6]([S:10]([N:12]=[C:3]1[CH2:4][O:1][CH2:2]1)=[O:11])([CH3:9])[CH3:8], predict the reactants needed to synthesize it. The reactants are: [O:1]1[CH2:4][C:3](=O)[CH2:2]1.[C:6]([S:10]([NH2:12])=[O:11])([CH3:9])([CH3:8])[CH3:7].[Cl-].[Na+]. (7) Given the product [CH2:13]([O:1][C:10]1[CH:9]=[CH:8][C:5]([CH:6]=[O:7])=[CH:4][CH:11]=1)[CH2:14][CH2:15][CH2:16][CH2:17][CH2:18][CH2:19][CH2:20][CH2:21][CH2:22][CH2:23][CH2:24][CH2:25][CH2:26][CH3:27], predict the reactants needed to synthesize it. The reactants are: [OH-:1].[K+].O[C:4]1[CH:11]=[CH:10][CH:9]=[CH:8][C:5]=1[CH:6]=[O:7].Br[CH2:13][CH2:14][CH2:15][CH2:16][CH2:17][CH2:18][CH2:19][CH2:20][CH2:21][CH2:22][CH2:23][CH2:24][CH2:25][CH2:26][CH3:27].O.